From a dataset of Reaction yield outcomes from USPTO patents with 853,638 reactions. Predict the reaction yield, written as a fraction of the theoretical maximum amount of product (1.0 means a 100% yield; for example, 0.34 means a 34% yield). (1) The reactants are [Cl:1][C:2]1[CH:10]=[C:6]([C:7]([OH:9])=O)[C:5]([OH:11])=[CH:4][CH:3]=1.[C:12]1([NH2:22])[C:21]2[C:16](=[CH:17][CH:18]=[CH:19][CH:20]=2)[CH:15]=[CH:14][CH:13]=1. No catalyst specified. The product is [Cl:1][C:2]1[CH:3]=[CH:4][C:5]([OH:11])=[C:6]([CH:10]=1)[C:7]([NH:22][C:12]1[C:21]2[C:16](=[CH:17][CH:18]=[CH:19][CH:20]=2)[CH:15]=[CH:14][CH:13]=1)=[O:9]. The yield is 0.650. (2) The reactants are CC[O-].[Na+].Cl.[F:6][C:7]([F:17])([F:16])[C:8]1[N:9]=[C:10]([C:13]([NH2:15])=[NH:14])[S:11][CH:12]=1.[C:18](OCC)(=[O:25])[CH2:19][C:20](OCC)=[O:21]. The catalyst is CCO. The product is [F:17][C:7]([F:6])([F:16])[C:8]1[N:9]=[C:10]([C:13]2[N:15]=[C:20]([OH:21])[CH:19]=[C:18]([OH:25])[N:14]=2)[S:11][CH:12]=1. The yield is 0.980. (3) The catalyst is CCO.[Ni]. The yield is 0.280. The product is [CH3:1][C:2]1([C:5]2[NH:6][C:7]3[C:12]([CH:13]=2)=[CH:11][C:10]([NH2:14])=[CH:9][CH:8]=3)[CH2:4][CH2:3]1. The reactants are [CH3:1][C:2]1([C:5]2[NH:6][C:7]3[C:12]([CH:13]=2)=[CH:11][C:10]([N+:14]([O-])=O)=[CH:9][CH:8]=3)[CH2:4][CH2:3]1. (4) The reactants are Br[C:2]1[CH:3]=[CH:4][CH:5]=[C:6]2[C:11]=1[O:10][CH2:9][CH2:8][CH2:7]2.[CH3:12][C:13]1([CH3:29])[C:17]([CH3:19])([CH3:18])[O:16][B:15]([B:15]2[O:16][C:17]([CH3:19])([CH3:18])[C:13]([CH3:29])([CH3:12])[O:14]2)[O:14]1.C([O-])(=O)C.[K+].COCCOC. The catalyst is O. The product is [CH3:12][C:13]1([CH3:29])[C:17]([CH3:19])([CH3:18])[O:16][B:15]([C:2]2[CH:3]=[CH:4][CH:5]=[C:6]3[C:11]=2[O:10][CH2:9][CH2:8][CH2:7]3)[O:14]1. The yield is 0.560.